Dataset: NCI-60 drug combinations with 297,098 pairs across 59 cell lines. Task: Regression. Given two drug SMILES strings and cell line genomic features, predict the synergy score measuring deviation from expected non-interaction effect. (1) Drug 1: CC1=C(C(CCC1)(C)C)C=CC(=CC=CC(=CC(=O)O)C)C. Drug 2: CN(C(=O)NC(C=O)C(C(C(CO)O)O)O)N=O. Cell line: PC-3. Synergy scores: CSS=-4.77, Synergy_ZIP=2.10, Synergy_Bliss=-0.674, Synergy_Loewe=-4.36, Synergy_HSA=-4.40. (2) Cell line: SF-539. Drug 1: CC1=CC2C(CCC3(C2CCC3(C(=O)C)OC(=O)C)C)C4(C1=CC(=O)CC4)C. Synergy scores: CSS=38.2, Synergy_ZIP=-6.68, Synergy_Bliss=-9.24, Synergy_Loewe=-81.0, Synergy_HSA=-9.25. Drug 2: CCC1(CC2CC(C3=C(CCN(C2)C1)C4=CC=CC=C4N3)(C5=C(C=C6C(=C5)C78CCN9C7C(C=CC9)(C(C(C8N6C)(C(=O)OC)O)OC(=O)C)CC)OC)C(=O)OC)O.OS(=O)(=O)O. (3) Drug 1: C1C(C(OC1N2C=NC3=C(N=C(N=C32)Cl)N)CO)O. Drug 2: CC1C(C(CC(O1)OC2CC(CC3=C2C(=C4C(=C3O)C(=O)C5=C(C4=O)C(=CC=C5)OC)O)(C(=O)CO)O)N)O.Cl. Cell line: UACC-257. Synergy scores: CSS=41.2, Synergy_ZIP=-3.06, Synergy_Bliss=-0.412, Synergy_Loewe=-1.47, Synergy_HSA=2.39. (4) Drug 1: CCCCC(=O)OCC(=O)C1(CC(C2=C(C1)C(=C3C(=C2O)C(=O)C4=C(C3=O)C=CC=C4OC)O)OC5CC(C(C(O5)C)O)NC(=O)C(F)(F)F)O. Drug 2: C1=CC=C(C=C1)NC(=O)CCCCCCC(=O)NO. Cell line: ACHN. Synergy scores: CSS=23.0, Synergy_ZIP=16.8, Synergy_Bliss=18.0, Synergy_Loewe=17.3, Synergy_HSA=19.4. (5) Drug 1: CC1C(C(CC(O1)OC2CC(OC(C2O)C)OC3=CC4=CC5=C(C(=O)C(C(C5)C(C(=O)C(C(C)O)O)OC)OC6CC(C(C(O6)C)O)OC7CC(C(C(O7)C)O)OC8CC(C(C(O8)C)O)(C)O)C(=C4C(=C3C)O)O)O)O. Drug 2: CC(C)NC(=O)C1=CC=C(C=C1)CNNC.Cl. Cell line: OVCAR-8. Synergy scores: CSS=47.5, Synergy_ZIP=-0.220, Synergy_Bliss=-2.76, Synergy_Loewe=-39.7, Synergy_HSA=-2.31. (6) Drug 1: C1=CC(=CC=C1CC(C(=O)O)N)N(CCCl)CCCl.Cl. Drug 2: CC1=CC=C(C=C1)C2=CC(=NN2C3=CC=C(C=C3)S(=O)(=O)N)C(F)(F)F. Cell line: COLO 205. Synergy scores: CSS=26.1, Synergy_ZIP=-7.46, Synergy_Bliss=-6.02, Synergy_Loewe=-11.3, Synergy_HSA=-11.1. (7) Drug 1: CC1=C(C=C(C=C1)C(=O)NC2=CC(=CC(=C2)C(F)(F)F)N3C=C(N=C3)C)NC4=NC=CC(=N4)C5=CN=CC=C5. Drug 2: COC1=C2C(=CC3=C1OC=C3)C=CC(=O)O2. Cell line: U251. Synergy scores: CSS=-5.99, Synergy_ZIP=6.15, Synergy_Bliss=3.57, Synergy_Loewe=-4.29, Synergy_HSA=-5.83.